From a dataset of Forward reaction prediction with 1.9M reactions from USPTO patents (1976-2016). Predict the product of the given reaction. (1) The product is: [F:11][C:10]([F:13])([F:12])[C:9]1[C:2]2[S:16][C:15]([C:14]([O:18][CH3:19])=[O:17])=[CH:4][C:3]=2[CH:6]=[CH:7][CH:8]=1. Given the reactants F[C:2]1[C:9]([C:10]([F:13])([F:12])[F:11])=[CH:8][CH:7]=[CH:6][C:3]=1[CH:4]=O.[C:14]([O:18][CH3:19])(=[O:17])[CH2:15][SH:16].C(=O)([O-])[O-].[K+].[K+].CN(C=O)C, predict the reaction product. (2) Given the reactants [Cl-].[CH3:2][O:3]C[P+](C1C=CC=CC=1)(C1C=CC=CC=1)C1C=CC=CC=1.[CH3:24][Si](C)(C)[N-][Si](C)(C)C.[Li+].[CH:34]([C:37]1[CH:44]=[C:43]([Br:45])[CH:42]=[C:41]([CH:46]([CH3:48])[CH3:47])[C:38]=1[CH:39]=O)([CH3:36])[CH3:35], predict the reaction product. The product is: [CH:34]([C:37]1[C:44]([O:3][CH3:2])=[C:43]([Br:45])[CH:42]=[C:41]([CH:46]([CH3:48])[CH3:47])[C:38]=1[CH:39]=[CH2:24])([CH3:36])[CH3:35]. (3) Given the reactants [CH3:1][S:2]([CH2:5][CH2:6][CH2:7][CH2:8][C:9]([O:11][CH3:12])=[O:10])(=[NH:4])=[O:3].[I:13][C:14]1[C:15]([NH2:23])=[N:16][CH:17]=[C:18]([CH:22]=1)[C:19](O)=[O:20].C(N(C(C)C)CC)(C)C.F[P-](F)(F)(F)(F)F.N1(O[P+](N(C)C)(N(C)C)N(C)C)C2C=CC=CC=2N=N1, predict the reaction product. The product is: [NH2:23][C:15]1[N:16]=[CH:17][C:18]([C:19]([N:4]=[S:2]([CH2:5][CH2:6][CH2:7][CH2:8][C:9]([O:11][CH3:12])=[O:10])([CH3:1])=[O:3])=[O:20])=[CH:22][C:14]=1[I:13]. (4) Given the reactants C([O:3][C:4](=[O:29])[C:5]1[CH:10]=[C:9]([C:11]2[C:20]3[C:15](=[CH:16][CH:17]=[C:18]([C:21]4[CH:22]=[N:23][C:24]([O:27][CH3:28])=[CH:25][CH:26]=4)[CH:19]=3)[N:14]=[CH:13][N:12]=2)[CH:8]=[N:7][CH:6]=1)C.O[Li].O, predict the reaction product. The product is: [CH3:28][O:27][C:24]1[N:23]=[CH:22][C:21]([C:18]2[CH:19]=[C:20]3[C:15](=[CH:16][CH:17]=2)[N:14]=[CH:13][N:12]=[C:11]3[C:9]2[CH:8]=[N:7][CH:6]=[C:5]([CH:10]=2)[C:4]([OH:29])=[O:3])=[CH:26][CH:25]=1. (5) Given the reactants [CH2:1]([CH:3]([N:6]1[CH:11]=[C:10]([CH3:12])[N:9]=[C:8](S(C)(=O)=O)[C:7]1=[O:17])[CH2:4][CH3:5])[CH3:2].Cl.[CH3:19][O:20][C:21]1[CH:22]=[C:23]2[C:27](=[C:28]([CH3:30])[CH:29]=1)[NH:26][CH2:25][CH2:24]2, predict the reaction product. The product is: [CH3:19][O:20][C:21]1[CH:22]=[C:23]2[C:27](=[C:28]([CH3:30])[CH:29]=1)[N:26]([C:8]1[C:7](=[O:17])[N:6]([CH:3]([CH2:4][CH3:5])[CH2:1][CH3:2])[CH:11]=[C:10]([CH3:12])[N:9]=1)[CH2:25][CH2:24]2. (6) Given the reactants C1(C/C=C/B(O)O)C=CC=CC=1.[F-].[K+].[CH3:15][O:16][C:17](=[O:38])[C:18]1[CH:23]=[CH:22][C:21](Br)=[CH:20][C:19]=1NC(C1SC2C=CC=CC=2C=1Cl)=O, predict the reaction product. The product is: [CH3:15][O:16][C:17](=[O:38])[C:18]1[CH:23]=[CH:22][CH:21]=[CH:20][CH:19]=1. (7) Given the reactants [CH3:1][NH:2][C:3]1[CH:8]=[CH:7][C:6]([N+:9]([O-:11])=[O:10])=[CH:5][CH:4]=1.Cl[C:13]([O:15][CH3:16])=[O:14], predict the reaction product. The product is: [CH3:1][N:2]([C:3]1[CH:4]=[CH:5][C:6]([N+:9]([O-:11])=[O:10])=[CH:7][CH:8]=1)[C:13](=[O:14])[O:15][CH3:16]. (8) Given the reactants [Cl:1][C:2]1[CH:10]=[C:9]2[C:5]([C:6]([C:11]([O:13]C)=[O:12])=[CH:7][NH:8]2)=[CH:4][C:3]=1[C:15]1[CH:20]=[CH:19][C:18]([CH:21]2[CH2:24][CH2:23][N:22]2[S:25]([CH3:28])(=[O:27])=[O:26])=[CH:17][CH:16]=1.[OH-].[Na+], predict the reaction product. The product is: [Cl:1][C:2]1[CH:10]=[C:9]2[C:5]([C:6]([C:11]([OH:13])=[O:12])=[CH:7][NH:8]2)=[CH:4][C:3]=1[C:15]1[CH:20]=[CH:19][C:18]([CH:21]2[CH2:24][CH2:23][N:22]2[S:25]([CH3:28])(=[O:27])=[O:26])=[CH:17][CH:16]=1. (9) Given the reactants [C:1]([C:3]1[N:7]2[CH:8]=[C:9]([C:13]3[CH:18]=[CH:17][C:16]([C:19]([F:22])([F:21])[F:20])=[CH:15][CH:14]=3)[CH:10]=[C:11]([CH3:12])[C:6]2=[N:5][CH:4]=1)#[CH:2].[NH2:23][C:24]1[N:29]=[CH:28][C:27](I)=[CH:26][N:25]=1, predict the reaction product. The product is: [CH3:12][C:11]1[C:6]2[N:7]([C:3]([C:1]#[C:2][C:27]3[CH:26]=[N:25][C:24]([NH2:23])=[N:29][CH:28]=3)=[CH:4][N:5]=2)[CH:8]=[C:9]([C:13]2[CH:18]=[CH:17][C:16]([C:19]([F:21])([F:22])[F:20])=[CH:15][CH:14]=2)[CH:10]=1. (10) Given the reactants O.N#N.C[Li].[CH3:6]COCC.[C:11]([O:15][C:16]([N:18]1[C:27]2[C:22](=[CH:23][CH:24]=[C:25]([O:28][CH3:29])[CH:26]=2)[C:21](=[O:30])[CH2:20][CH2:19]1)=[O:17])([CH3:14])([CH3:13])[CH3:12], predict the reaction product. The product is: [C:11]([O:15][C:16]([N:18]1[C:27]2[C:22](=[CH:23][CH:24]=[C:25]([O:28][CH3:29])[CH:26]=2)[C:21]([OH:30])([CH3:6])[CH2:20][CH2:19]1)=[O:17])([CH3:14])([CH3:13])[CH3:12].